The task is: Predict the reaction yield, written as a fraction of the theoretical maximum amount of product (1.0 means a 100% yield; for example, 0.34 means a 34% yield).. This data is from Reaction yield outcomes from USPTO patents with 853,638 reactions. (1) The reactants are [CH:1]1([NH:7][C:8]([NH:10]C(=O)C2C=CC=CC=2)=[S:9])[CH2:6][CH2:5][CH2:4][CH2:3][CH2:2]1.C(=O)([O-])[O-].[K+].[K+]. The yield is 0.950. The product is [CH:1]1([NH:7][C:8]([NH2:10])=[S:9])[CH2:6][CH2:5][CH2:4][CH2:3][CH2:2]1. The catalyst is C(O)C. (2) The yield is 0.520. The product is [Br:1][C:2]1[CH:3]=[C:4]([N:14]([CH2:13][CH2:12][CH2:11][Cl:10])[S:15](=[O:17])(=[O:16])[NH2:19])[C:5]([CH3:8])=[N:6][CH:7]=1. No catalyst specified. The reactants are [Br:1][C:2]1[CH:3]=[C:4](N)[C:5]([CH3:8])=[N:6][CH:7]=1.[Cl:10][CH2:11][CH2:12][CH2:13][NH:14][S:15](Cl)(=[O:17])=[O:16].[N:19]1C=CC=CC=1.